Dataset: Reaction yield outcomes from USPTO patents with 853,638 reactions. Task: Predict the reaction yield, written as a fraction of the theoretical maximum amount of product (1.0 means a 100% yield; for example, 0.34 means a 34% yield). (1) The reactants are [C:1]([O:5][C:6]([N:8]1[CH2:12][CH:11]([C:13]2[CH:18]=[CH:17][C:16]([Cl:19])=[C:15]([Cl:20])[CH:14]=2)[CH:10](C(O)=O)[CH2:9]1)=[O:7])([CH3:4])([CH3:3])[CH3:2].C1C=CC(P([N:38]=[N+]=[N-])(C2C=CC=CC=2)=O)=CC=1.C(N(CC)CC)C.[OH-].[Na+]. The catalyst is C1(C)C=CC=CC=1.O. The product is [NH2:38][C@@H:10]1[C@@H:11]([C:13]2[CH:18]=[CH:17][C:16]([Cl:19])=[C:15]([Cl:20])[CH:14]=2)[CH2:12][N:8]([C:6]([O:5][C:1]([CH3:4])([CH3:3])[CH3:2])=[O:7])[CH2:9]1. The yield is 1.00. (2) The reactants are [NH2:1][C@@H:2]([CH2:33][C:34]1[CH:39]=[CH:38][CH:37]=[CH:36][CH:35]=1)[CH2:3][C@H:4]([OH:32])[C@@H:5]([NH:19][C:20]([C@@H:22]([NH:27][C:28](=[O:31])[O:29][CH3:30])[C:23]([CH3:26])([CH3:25])[CH3:24])=[O:21])[CH2:6][C:7]1[CH:12]=[CH:11][C:10]([C:13]2[CH:18]=[CH:17][CH:16]=[CH:15][N:14]=2)=[CH:9][CH:8]=1.[CH3:40][C:41]1[CH:51]=[CH:50][CH:49]=[C:48]([CH3:52])[C:42]=1[O:43][CH2:44][C:45](O)=[O:46].CCOP(ON1N=NC2C=CC=CC=2C1=O)(OCC)=O.C(N(CC)C(C)C)(C)C. The catalyst is C1COCC1. The product is [CH3:40][C:41]1[CH:51]=[CH:50][CH:49]=[C:48]([CH3:52])[C:42]=1[O:43][CH2:44][C:45]([NH:1][C@@H:2]([CH2:33][C:34]1[CH:35]=[CH:36][CH:37]=[CH:38][CH:39]=1)[CH2:3][C@H:4]([OH:32])[C@@H:5]([NH:19][C:20]([C@@H:22]([NH:27][C:28](=[O:31])[O:29][CH3:30])[C:23]([CH3:25])([CH3:26])[CH3:24])=[O:21])[CH2:6][C:7]1[CH:12]=[CH:11][C:10]([C:13]2[CH:18]=[CH:17][CH:16]=[CH:15][N:14]=2)=[CH:9][CH:8]=1)=[O:46]. The yield is 0.610. (3) The reactants are [Cl:1][C:2]1[CH:11]=[CH:10][C:5]2[N:6]=[C:7]([NH2:9])[S:8][C:4]=2[CH:3]=1.[C:12]1([CH3:21])[CH:17]=[CH:16][C:15]([C:18](Cl)=[O:19])=[CH:14][CH:13]=1.Br[CH:23]([CH3:29])[C:24]([O:26]CC)=[O:25].S1C2CCCCC=2N=C1N.FC(F)(F)C1C=C(C=CC=1)C(Cl)=O.BrCC(OCC)=O. No catalyst specified. The product is [Cl:1][C:2]1[CH:11]=[CH:10][C:5]2[N:6]([CH:23]([CH3:29])[C:24]([OH:26])=[O:25])[C:7](=[N:9][C:18](=[O:19])[C:15]3[CH:16]=[CH:17][C:12]([CH3:21])=[CH:13][CH:14]=3)[S:8][C:4]=2[CH:3]=1. The yield is 0.750. (4) The reactants are [Cl:1][C:2]1[CH:8]=[C:7]([O:9][C:10]2[C:11]3[N:18]([CH3:19])[CH:17]=[CH:16][C:12]=3[N:13]=[CH:14][N:15]=2)[CH:6]=[CH:5][C:3]=1[NH2:4].C(N(CC)CC)C.[CH:27]1[C:36]2[C:31](=[CH:32][CH:33]=[CH:34][CH:35]=2)[CH:30]=[CH:29][C:28]=1[N:37]=[C:38]=[O:39]. The catalyst is O1CCCC1.O. The product is [Cl:1][C:2]1[CH:8]=[C:7]([O:9][C:10]2[C:11]3[N:18]([CH3:19])[CH:17]=[CH:16][C:12]=3[N:13]=[CH:14][N:15]=2)[CH:6]=[CH:5][C:3]=1[NH:4][C:38]([NH:37][C:28]1[CH:29]=[CH:30][C:31]2[C:36](=[CH:35][CH:34]=[CH:33][CH:32]=2)[CH:27]=1)=[O:39]. The yield is 0.0700. (5) The reactants are [CH3:1][C:2]([CH3:15])([S:11]([CH3:14])(=[O:13])=[O:12])[C:3]([C:5]1[CH:6]=[N:7][CH:8]=[CH:9][CH:10]=1)=[O:4].[BH4-].[Na+]. The catalyst is CO. The product is [CH3:14][S:11]([C:2]([CH3:15])([CH3:1])[CH:3]([C:5]1[CH:6]=[N:7][CH:8]=[CH:9][CH:10]=1)[OH:4])(=[O:13])=[O:12]. The yield is 1.00. (6) The yield is 0.590. The reactants are [Br:1][C:2]1[C:3]([CH3:12])=[CH:4][C:5]2[N:6]([C:8](I)=[CH:9][N:10]=2)[CH:7]=1.[C:13]([C:15]1[CH:20]=[CH:19][C:18](B(O)O)=[CH:17][CH:16]=1)#[N:14].[O-]P([O-])([O-])=O.[K+].[K+].[K+]. The product is [Br:1][C:2]1[C:3]([CH3:12])=[CH:4][C:5]2[N:6]([C:8]([C:18]3[CH:19]=[CH:20][C:15]([C:13]#[N:14])=[CH:16][CH:17]=3)=[CH:9][N:10]=2)[CH:7]=1. The catalyst is O1CCOCC1.O.C1C=CC([P]([Pd]([P](C2C=CC=CC=2)(C2C=CC=CC=2)C2C=CC=CC=2)([P](C2C=CC=CC=2)(C2C=CC=CC=2)C2C=CC=CC=2)[P](C2C=CC=CC=2)(C2C=CC=CC=2)C2C=CC=CC=2)(C2C=CC=CC=2)C2C=CC=CC=2)=CC=1. (7) The reactants are [Cl-].O[NH3+:3].[C:4](=[O:7])([O-])[OH:5].[Na+].CS(C)=O.[N:13]1([CH2:22][N:23]2[C:28](=[O:29])[C:27]([CH2:30][C:31]3[CH:36]=[CH:35][C:34]([C:37]4[C:38]([C:43]#[N:44])=[CH:39][CH:40]=[CH:41][CH:42]=4)=[CH:33][CH:32]=3)=[C:26]([CH2:45][CH2:46][CH2:47][CH3:48])[N:25]=[C:24]2[CH3:49])[C:17]2[CH:18]=[CH:19][CH:20]=[CH:21][C:16]=2[N:15]=[N:14]1. The catalyst is C(OCC)(=O)C. The product is [N:13]1([CH2:22][N:23]2[C:28](=[O:29])[C:27]([CH2:30][C:31]3[CH:36]=[CH:35][C:34]([C:37]4[CH:42]=[CH:41][CH:40]=[CH:39][C:38]=4[C:43]4[NH:3][C:4](=[O:7])[O:5][N:44]=4)=[CH:33][CH:32]=3)=[C:26]([CH2:45][CH2:46][CH2:47][CH3:48])[N:25]=[C:24]2[CH3:49])[C:17]2[CH:18]=[CH:19][CH:20]=[CH:21][C:16]=2[N:15]=[N:14]1. The yield is 0.560. (8) The reactants are [NH2:1][C:2]1[CH:7]=[CH:6][C:5]([N:8]2[CH2:13][CH2:12][C:11](=[C:14]([C:22]3[CH:27]=[CH:26][CH:25]=[C:24]([F:28])[CH:23]=3)[C:15]([N:17]([CH2:20][CH3:21])[CH2:18][CH3:19])=[O:16])[CH2:10][CH2:9]2)=[C:4]([F:29])[CH:3]=1.[CH2:30]([CH:32]([CH2:36][CH3:37])[C:33](Cl)=[O:34])[CH3:31]. The catalyst is ClCCCl. The product is [CH2:18]([N:17]([CH2:20][CH3:21])[C:15]([C:14]([C:22]1[CH:27]=[CH:26][CH:25]=[C:24]([F:28])[CH:23]=1)=[C:11]1[CH2:12][CH2:13][N:8]([C:5]2[CH:6]=[CH:7][C:2]([NH:1][C:33](=[O:34])[CH:32]([CH2:36][CH3:37])[CH2:30][CH3:31])=[CH:3][C:4]=2[F:29])[CH2:9][CH2:10]1)=[O:16])[CH3:19]. The yield is 0.330. (9) The reactants are [CH:1]([N:4]1[CH2:9][CH2:8][CH:7]([O:10][C:11]2[CH:19]=[CH:18][C:17]3[N:16]4[C@H:20]([CH3:25])[CH2:21][NH:22][C:23](=[O:24])[C:15]4=[CH:14][C:13]=3[CH:12]=2)[CH2:6][CH2:5]1)([CH3:3])[CH3:2].[H-].[Na+].Cl[CH2:29][C:30]1[C:31]([CH3:36])=[N:32][O:33][C:34]=1[CH3:35]. No catalyst specified. The product is [CH3:36][C:31]1[C:30]([CH2:29][N:22]2[CH2:21][C@@H:20]([CH3:25])[N:16]3[C:17]4[CH:18]=[CH:19][C:11]([O:10][CH:7]5[CH2:8][CH2:9][N:4]([CH:1]([CH3:3])[CH3:2])[CH2:5][CH2:6]5)=[CH:12][C:13]=4[CH:14]=[C:15]3[C:23]2=[O:24])=[C:34]([CH3:35])[O:33][N:32]=1. The yield is 0.660. (10) The reactants are Cl[S:2]([C:5]1[CH:6]=[C:7]2[C:11](=[CH:12][CH:13]=1)[NH:10][C:9](=[O:14])[CH2:8]2)(=[O:4])=[O:3].[OH-].[NH4+:16]. The catalyst is C(O)C. The product is [NH2:16][S:2]([C:5]1[CH:6]=[C:7]2[C:11](=[CH:12][CH:13]=1)[NH:10][C:9](=[O:14])[CH2:8]2)(=[O:4])=[O:3]. The yield is 0.200.